The task is: Predict the reactants needed to synthesize the given product.. This data is from Full USPTO retrosynthesis dataset with 1.9M reactions from patents (1976-2016). (1) Given the product [ClH:1].[N:16]12[CH2:21][CH2:20][CH:19]([CH2:18][CH2:17]1)[C@@H:14]([NH:13][C:11]([C:9]1[S:10][C:6]3[CH:5]=[C:4]([NH:3][C:40]([NH:39][C:35]4[CH:36]=[CH:37][CH:38]=[C:33]([O:32][CH3:31])[CH:34]=4)=[O:41])[CH:23]=[CH:22][C:7]=3[CH:8]=1)=[O:12])[CH2:15]2, predict the reactants needed to synthesize it. The reactants are: [ClH:1].Cl.[NH2:3][C:4]1[CH:23]=[CH:22][C:7]2[CH:8]=[C:9]([C:11]([NH:13][C@@H:14]3[CH:19]4[CH2:20][CH2:21][N:16]([CH2:17][CH2:18]4)[CH2:15]3)=[O:12])[S:10][C:6]=2[CH:5]=1.C(N(CC)CC)C.[CH3:31][O:32][C:33]1[CH:34]=[C:35]([N:39]=[C:40]=[O:41])[CH:36]=[CH:37][CH:38]=1. (2) Given the product [CH3:35][O:34][C:29]1[CH:30]=[CH:31][CH:32]=[CH:33][C:28]=1[CH2:27][O:26][CH2:25][CH2:24][CH2:23][O:22][C:19]1[CH:18]=[CH:17][C:16]([CH:15]2[CH2:14][CH2:13][N:12]([C:36]([O:38][C:39]([CH3:41])([CH3:42])[CH3:40])=[O:37])[CH2:11][CH:10]2[O:9][CH2:8][CH2:7][O:6][C:5]2[CH:43]=[CH:44][CH:45]=[CH:46][C:4]=2[CH2:3][CH2:2][NH:1][C:48]([O:50][CH3:51])=[O:49])=[CH:21][CH:20]=1, predict the reactants needed to synthesize it. The reactants are: [NH2:1][CH2:2][CH2:3][C:4]1[CH:46]=[CH:45][CH:44]=[CH:43][C:5]=1[O:6][CH2:7][CH2:8][O:9][CH:10]1[CH:15]([C:16]2[CH:21]=[CH:20][C:19]([O:22][CH2:23][CH2:24][CH2:25][O:26][CH2:27][C:28]3[CH:33]=[CH:32][CH:31]=[CH:30][C:29]=3[O:34][CH3:35])=[CH:18][CH:17]=2)[CH2:14][CH2:13][N:12]([C:36]([O:38][C:39]([CH3:42])([CH3:41])[CH3:40])=[O:37])[CH2:11]1.Cl[C:48]([O:50][CH3:51])=[O:49]. (3) Given the product [NH2:8][C:9]1[S:13][C:12]([C:14]2[C:19]([F:20])=[CH:18][CH:17]=[CH:16][C:15]=2[F:21])=[N:11][C:10]=1[C:22]([NH:24][C:25]1[CH:26]=[N:27][C:28]2[C:33]([C:34]=1[N:35]1[CH2:40][CH2:39][CH2:38][C@H:37]([NH2:41])[CH2:36]1)=[CH:32][CH:31]=[CH:30][CH:29]=2)=[O:23], predict the reactants needed to synthesize it. The reactants are: C(OC([NH:8][C:9]1[S:13][C:12]([C:14]2[C:19]([F:20])=[CH:18][CH:17]=[CH:16][C:15]=2[F:21])=[N:11][C:10]=1[C:22]([NH:24][C:25]1[CH:26]=[N:27][C:28]2[C:33]([C:34]=1[N:35]1[CH2:40][CH2:39][CH2:38][C@H:37]([NH:41]C(=O)OC(C)(C)C)[CH2:36]1)=[CH:32][CH:31]=[CH:30][CH:29]=2)=[O:23])=O)(C)(C)C.C(O)(C(F)(F)F)=O. (4) Given the product [Cl:30][C:22]1[C:23]([O:25][CH2:26][C:27]([OH:29])=[O:28])=[CH:24][C:19]2[O:18][CH:17]([C:31]([N:33]3[CH2:34][CH2:35][C:36]([C:47]#[N:48])([CH2:39][C:40]4[CH:45]=[CH:44][C:43]([F:46])=[CH:42][CH:41]=4)[CH2:37][CH2:38]3)=[O:32])[CH2:16][NH:15][C:20]=2[CH:21]=1, predict the reactants needed to synthesize it. The reactants are: FC(F)(F)C(O)=O.C(OC([N:15]1[C:20]2[CH:21]=[C:22]([Cl:30])[C:23]([O:25][CH2:26][C:27]([OH:29])=[O:28])=[CH:24][C:19]=2[O:18][CH:17]([C:31]([N:33]2[CH2:38][CH2:37][C:36]([C:47]#[N:48])([CH2:39][C:40]3[CH:45]=[CH:44][C:43]([F:46])=[CH:42][CH:41]=3)[CH2:35][CH2:34]2)=[O:32])[CH2:16]1)=O)(C)(C)C.